This data is from Forward reaction prediction with 1.9M reactions from USPTO patents (1976-2016). The task is: Predict the product of the given reaction. (1) Given the reactants Cl[C:2]1[C:11]2[C:6](=[CH:7][CH:8]=[C:9]([C:12]([N:14]3[CH2:17][C:16]([F:19])([F:18])[CH2:15]3)=[O:13])[CH:10]=2)[CH:5]=[N:4][CH:3]=1.[CH3:20][N:21]1[CH:25]=[C:24]([C:26]2[CH:31]=[CH:30][C:29](B3OC(C)(C)C(C)(C)O3)=[CH:28][CH:27]=2)[N:23]=[C:22]1[CH3:41].CC([O-])=O.[K+].C(#N)C, predict the reaction product. The product is: [F:18][C:16]1([F:19])[CH2:17][N:14]([C:12]([C:9]2[CH:10]=[C:11]3[C:6](=[CH:7][CH:8]=2)[CH:5]=[N:4][CH:3]=[C:2]3[C:29]2[CH:30]=[CH:31][C:26]([C:24]3[N:23]=[C:22]([CH3:41])[N:21]([CH3:20])[CH:25]=3)=[CH:27][CH:28]=2)=[O:13])[CH2:15]1. (2) Given the reactants [C:9](O[C:9]([O:11][C:12]([CH3:15])([CH3:14])[CH3:13])=[O:10])([O:11][C:12]([CH3:15])([CH3:14])[CH3:13])=[O:10].[OH:16][CH:17]([CH2:20][NH2:21])[CH2:18][NH2:19], predict the reaction product. The product is: [NH2:19][CH2:18][CH:17]([OH:16])[CH2:20][NH:21][C:9](=[O:10])[O:11][C:12]([CH3:13])([CH3:14])[CH3:15]. (3) Given the reactants C[O:2][C:3](=[O:24])[CH2:4][CH2:5][C:6]1[C:7](=[O:23])[N:8]([CH2:12][C:13]2[CH:18]=[CH:17][C:16]([NH:19][C:20](=[O:22])[CH3:21])=[CH:15][CH:14]=2)[CH2:9][CH2:10][CH:11]=1.[Li+].[OH-], predict the reaction product. The product is: [C:20]([NH:19][C:16]1[CH:17]=[CH:18][C:13]([CH2:12][N:8]2[CH2:9][CH2:10][CH:11]=[C:6]([CH2:5][CH2:4][C:3]([OH:24])=[O:2])[C:7]2=[O:23])=[CH:14][CH:15]=1)(=[O:22])[CH3:21]. (4) Given the reactants [CH2:1]([C@@:4]1([C:20]2[CH:25]=[CH:24][C:23]([F:26])=[CH:22][CH:21]=2)[O:9][C:8](=[O:10])[N:7]([C@H:11]([C:13]2[CH:18]=[CH:17][C:16](Br)=[CH:15][CH:14]=2)[CH3:12])[CH2:6][CH2:5]1)[CH:2]=[CH2:3].[F:27][C:28]1[CH:29]=[C:30](B(O)O)[CH:31]=[N:32][CH:33]=1, predict the reaction product. The product is: [CH2:1]([C@@:4]1([C:20]2[CH:25]=[CH:24][C:23]([F:26])=[CH:22][CH:21]=2)[O:9][C:8](=[O:10])[N:7]([C@H:11]([C:13]2[CH:18]=[CH:17][C:16]([C:30]3[CH:31]=[N:32][CH:33]=[C:28]([F:27])[CH:29]=3)=[CH:15][CH:14]=2)[CH3:12])[CH2:6][CH2:5]1)[CH:2]=[CH2:3]. (5) Given the reactants Br[C:2]1[N:7]=[C:6]([C:8]([O:10][CH3:11])=[O:9])[CH:5]=[CH:4][C:3]=1[OH:12].[CH2:13]([O:20][C:21]1[CH:22]=[C:23](B(O)O)[CH:24]=[CH:25][C:26]=1[Cl:27])[C:14]1[CH:19]=[CH:18][CH:17]=[CH:16][CH:15]=1.C(=O)([O-])[O-].[Cs+].[Cs+].Cl, predict the reaction product. The product is: [CH2:13]([O:20][C:21]1[CH:22]=[C:23]([C:2]2[N:7]=[C:6]([C:8]([O:10][CH3:11])=[O:9])[CH:5]=[CH:4][C:3]=2[OH:12])[CH:24]=[CH:25][C:26]=1[Cl:27])[C:14]1[CH:15]=[CH:16][CH:17]=[CH:18][CH:19]=1. (6) Given the reactants [Cl:1][C:2]1[CH:7]=[CH:6][CH:5]=[CH:4][C:3]=1[C:8]1[CH:13]=[C:12]([O:14][CH3:15])[C:11]([C:16]([OH:18])=O)=[CH:10][C:9]=1[Cl:19].S(Cl)(Cl)=[O:21].[CH:24]1[CH:25]=[CH:26][N:27]2[CH2:33][C:32]3[CH:34]=[CH:35][CH:36]=[CH:37][C:31]=3[NH:30][CH2:29][C:28]=12.C(N(CC)CC)C.[O:45]1[CH2:49]CCC1, predict the reaction product. The product is: [Cl:1][C:2]1[CH:7]=[CH:6][CH:5]=[CH:4][C:3]=1[C:8]1[C:9]([Cl:19])=[CH:10][C:11]([C:16]([N:30]2[C:31]3[CH:37]=[CH:36][CH:35]=[CH:34][C:32]=3[CH2:33][N:27]3[C:26]([C:49]([OH:45])=[O:21])=[CH:25][CH:24]=[C:28]3[CH2:29]2)=[O:18])=[C:12]([O:14][CH3:15])[CH:13]=1. (7) Given the reactants Br[C:2]1[CH:7]=[CH:6][C:5]([Br:8])=[CH:4][N:3]=1.[CH2:9]([OH:16])[C:10]1[CH:15]=[CH:14][CH:13]=[CH:12][CH:11]=1.[K], predict the reaction product. The product is: [CH2:9]([O:16][C:2]1[CH:7]=[CH:6][C:5]([Br:8])=[CH:4][N:3]=1)[C:10]1[CH:15]=[CH:14][CH:13]=[CH:12][CH:11]=1.